From a dataset of Full USPTO retrosynthesis dataset with 1.9M reactions from patents (1976-2016). Predict the reactants needed to synthesize the given product. (1) Given the product [Cl:1][C:2]1[CH:7]=[C:6]([CH:8]2[CH2:9][CH2:10]2)[CH:5]=[CH:4][C:3]=1[N:11]1[C:15]([CH3:16])=[C:14]([C:17]([NH:31][C:32]2[C:33](=[O:46])[N:34]([C:39]3[CH:44]=[CH:43][CH:42]=[CH:41][C:40]=3[F:45])[N:35]([CH3:38])[C:36]=2[CH3:37])=[O:19])[N:13]=[N:12]1, predict the reactants needed to synthesize it. The reactants are: [Cl:1][C:2]1[CH:7]=[C:6]([CH:8]2[CH2:10][CH2:9]2)[CH:5]=[CH:4][C:3]=1[N:11]1[C:15]([CH3:16])=[C:14]([C:17]([OH:19])=O)[N:13]=[N:12]1.C(Cl)(=O)C(Cl)=O.CN(C=O)C.[NH2:31][C:32]1[C:33](=[O:46])[N:34]([C:39]2[CH:44]=[CH:43][CH:42]=[CH:41][C:40]=2[F:45])[N:35]([CH3:38])[C:36]=1[CH3:37].C(N(CC)CC)C. (2) Given the product [Br:11][C:12]1[C:13]2[C:20]3[CH:25]=[C:24]([C:26]4[CH:31]=[CH:30][C:29]([CH2:32][N:33]5[CH2:38][CH2:37][CH2:36][CH2:35][CH2:34]5)=[CH:28][CH:27]=4)[CH:23]=[N:22][C:21]=3[NH:19][C:14]=2[CH:15]=[N:16][C:17]=1[Cl:18], predict the reactants needed to synthesize it. The reactants are: C[Si]([N-][Si](C)(C)C)(C)C.[Na+].[Br:11][C:12]1[C:13]([C:20]2[C:21](F)=[N:22][CH:23]=[C:24]([C:26]3[CH:31]=[CH:30][C:29]([CH2:32][N:33]4[CH2:38][CH2:37][CH2:36][CH2:35][CH2:34]4)=[CH:28][CH:27]=3)[CH:25]=2)=[C:14]([NH2:19])[CH:15]=[N:16][C:17]=1[Cl:18].